Dataset: Forward reaction prediction with 1.9M reactions from USPTO patents (1976-2016). Task: Predict the product of the given reaction. (1) Given the reactants Br[C:2]1[N:6]([CH:7]2[CH2:10][O:9][CH2:8]2)[C:5]2[CH:11]([C:26]3[CH:31]=[CH:30][C:29]([Cl:32])=[CH:28][CH:27]=3)[N:12]([C:15]3[CH:16]=[C:17]([CH3:25])[C:18]4[N:22]=[N:21][N:20]([CH3:23])[C:19]=4[CH:24]=3)[C:13](=[O:14])[C:4]=2[N:3]=1.[CH:33]1([B-](F)(F)F)[CH2:35][CH2:34]1.[K+].C([O-])(O)=O.[Na+], predict the reaction product. The product is: [Cl:32][C:29]1[CH:30]=[CH:31][C:26]([CH:11]2[C:5]3[N:6]([CH:7]4[CH2:10][O:9][CH2:8]4)[C:2]([CH:33]4[CH2:35][CH2:34]4)=[N:3][C:4]=3[C:13](=[O:14])[N:12]2[C:15]2[CH:16]=[C:17]([CH3:25])[C:18]3[N:22]=[N:21][N:20]([CH3:23])[C:19]=3[CH:24]=2)=[CH:27][CH:28]=1. (2) Given the reactants I[C:2]1[CH:3]=[C:4]2[C:8](=[CH:9][CH:10]=1)[N:7]([Si:11]([CH:18]([CH3:20])[CH3:19])([CH:15]([CH3:17])[CH3:16])[CH:12]([CH3:14])[CH3:13])[N:6]=[CH:5]2.C([Li])CCC.[C:26]([C:28]1[CH:35]=[CH:34][CH:33]=[CH:32][C:29]=1[CH:30]=[O:31])#[N:27], predict the reaction product. The product is: [OH:31][CH:30]([C:2]1[CH:3]=[C:4]2[C:8](=[CH:9][CH:10]=1)[N:7]([Si:11]([CH:12]([CH3:14])[CH3:13])([CH:18]([CH3:20])[CH3:19])[CH:15]([CH3:16])[CH3:17])[N:6]=[CH:5]2)[C:29]1[CH:32]=[CH:33][CH:34]=[CH:35][C:28]=1[C:26]#[N:27].